Dataset: Full USPTO retrosynthesis dataset with 1.9M reactions from patents (1976-2016). Task: Predict the reactants needed to synthesize the given product. Given the product [CH3:37][C:36]1([CH3:38])[CH2:35][C:34]2[C:29](=[CH:30][CH:31]=[C:32]([C:39]([O:41][CH3:42])=[O:40])[CH:33]=2)[N:28]=[C:27]1[C:23]1[CH:24]=[CH:25][CH:26]=[C:21]([S:18](=[O:20])(=[O:19])[NH:7][CH:4]2[CH2:5][CH2:6][N:2]([CH3:1])[CH2:3]2)[CH:22]=1, predict the reactants needed to synthesize it. The reactants are: [CH3:1][N:2]1[CH2:6][CH2:5][CH:4]([NH2:7])[CH2:3]1.C(N(CC)C(C)C)(C)C.Cl[S:18]([C:21]1[CH:22]=[C:23]([C:27]2[C:36]([CH3:38])([CH3:37])[CH2:35][C:34]3[C:29](=[CH:30][CH:31]=[C:32]([C:39]([O:41][CH3:42])=[O:40])[CH:33]=3)[N:28]=2)[CH:24]=[CH:25][CH:26]=1)(=[O:20])=[O:19].